Dataset: Catalyst prediction with 721,799 reactions and 888 catalyst types from USPTO. Task: Predict which catalyst facilitates the given reaction. (1) Product: [Br:1][C:2]1[CH:6]=[CH:5][S:4][C:3]=1[CH2:7][C:9]#[N:10]. Reactant: [Br:1][C:2]1[CH:6]=[CH:5][S:4][C:3]=1[CH2:7]Br.[C-:9]#[N:10].[K+]. The catalyst class is: 40. (2) Reactant: [CH3:1][O:2][C:3]1[CH:10]=[CH:9][C:6]([CH2:7]Cl)=[CH:5][CH:4]=1.[OH:11][C:12]1[CH:19]=[CH:18][C:17]([S:20]([CH3:23])(=[O:22])=[O:21])=[CH:16][C:13]=1[CH:14]=[O:15].C([O-])([O-])=O.[K+].[K+]. Product: [CH3:23][S:20]([C:17]1[CH:18]=[CH:19][C:12]([O:11][CH2:7][C:6]2[CH:9]=[CH:10][C:3]([O:2][CH3:1])=[CH:4][CH:5]=2)=[C:13]([CH:16]=1)[CH:14]=[O:15])(=[O:21])=[O:22]. The catalyst class is: 3. (3) Reactant: Br[C:2]1[CH:7]=[CH:6][C:5]([F:8])=[CH:4][C:3]=1[C:9](=[O:11])[CH3:10].[Cl:12][C:13]1[CH:18]=[CH:17][C:16](B(O)O)=[CH:15][CH:14]=1.CO.C(=O)(O)[O-].[Na+]. Product: [Cl:12][C:13]1[CH:18]=[CH:17][C:16]([C:2]2[C:3]([C:9](=[O:11])[CH3:10])=[CH:4][C:5]([F:8])=[CH:6][CH:7]=2)=[CH:15][CH:14]=1. The catalyst class is: 109. (4) Reactant: [O:1]1[C:6]2[CH:7]=[CH:8][C:9]([CH2:11][N:12]([CH:20]3[CH2:25][CH2:24][NH:23][CH2:22][CH2:21]3)[C:13](=[O:19])[O:14][C:15]([CH3:18])([CH3:17])[CH3:16])=[CH:10][C:5]=2[O:4][CH2:3][CH2:2]1.[CH3:26][C:27]1[CH:28]=[CH:29][CH:30]=[C:31]2[C:36]=1[N:35]([CH2:37][CH:38]=O)[C:34](=[O:40])[CH:33]=[CH:32]2.C(O[BH-](OC(=O)C)OC(=O)C)(=O)C.[Na+].C(=O)([O-])O.[Na+]. Product: [O:1]1[C:6]2[CH:7]=[CH:8][C:9]([CH2:11][N:12]([CH:20]3[CH2:25][CH2:24][N:23]([CH2:38][CH2:37][N:35]4[C:36]5[C:31](=[CH:30][CH:29]=[CH:28][C:27]=5[CH3:26])[CH:32]=[CH:33][C:34]4=[O:40])[CH2:22][CH2:21]3)[C:13](=[O:19])[O:14][C:15]([CH3:18])([CH3:16])[CH3:17])=[CH:10][C:5]=2[O:4][CH2:3][CH2:2]1. The catalyst class is: 671.